The task is: Predict which catalyst facilitates the given reaction.. This data is from Catalyst prediction with 721,799 reactions and 888 catalyst types from USPTO. (1) Reactant: [CH3:1][O:2][CH2:3][C:4]1[N:9]=[C:8]([NH2:10])[C:7]([N+:11]([O-])=O)=[C:6]([NH2:14])[CH:5]=1. Product: [CH3:1][O:2][CH2:3][C:4]1[N:9]=[C:8]([NH2:10])[C:7]([NH2:11])=[C:6]([NH2:14])[CH:5]=1. The catalyst class is: 50. (2) Reactant: [Cl:1][C:2]1[CH:3]=[CH:4][C:5]([CH2:8][O:9][C:10]2[CH:15]=[CH:14][NH:13][C:12](=[O:16])[CH:11]=2)=[N:6][CH:7]=1.Br[C:18]1[CH:19]=[CH:20][C:21]([N:24]2[CH2:28][CH2:27][CH:26]([N:29]([CH3:33])[CH:30](C)[CH3:31])[CH2:25]2)=[N:22][CH:23]=1.[C@@H]1(N)CCCC[C@H]1N.[Na+].[I-].C([O-])([O-])=O.[K+].[K+]. Product: [Cl:1][C:2]1[CH:3]=[CH:4][C:5]([CH2:8][O:9][C:10]2[CH:15]=[CH:14][N:13]([C:18]3[CH:23]=[N:22][C:21]([N:24]4[CH2:28][CH2:27][CH:26]([N:29]([CH2:30][CH3:31])[CH3:33])[CH2:25]4)=[CH:20][CH:19]=3)[C:12](=[O:16])[CH:11]=2)=[N:6][CH:7]=1. The catalyst class is: 185. (3) Reactant: [Cl:1][C:2]1[N:10]=[C:9]2[C:5]([N:6]=[CH:7][N:8]2[CH:11]([C:13]2[CH:18]=[CH:17][C:16]([F:19])=[CH:15][CH:14]=2)[CH3:12])=[C:4](Cl)[N:3]=1.[NH2:21][CH2:22][CH2:23][C:24]1[CH:29]=[CH:28][C:27]([OH:30])=[CH:26][CH:25]=1.CCN(C(C)C)C(C)C. Product: [Cl:1][C:2]1[N:10]=[C:9]2[C:5]([N:6]=[CH:7][N:8]2[CH:11]([C:13]2[CH:18]=[CH:17][C:16]([F:19])=[CH:15][CH:14]=2)[CH3:12])=[C:4]([NH:21][CH2:22][CH2:23][C:24]2[CH:29]=[CH:28][C:27]([OH:30])=[CH:26][CH:25]=2)[N:3]=1. The catalyst class is: 114. (4) The catalyst class is: 214. Reactant: [CH:1]1([CH2:4][O:5][C:6]2[CH:11]=[C:10]([O:12][CH2:13][CH2:14][O:15][CH3:16])[CH:9]=[CH:8][C:7]=2/[CH:17]=[CH:18]/[C:19]([O:21]CC)=[O:20])[CH2:3][CH2:2]1.[OH-].[Na+]. Product: [CH:1]1([CH2:4][O:5][C:6]2[CH:11]=[C:10]([O:12][CH2:13][CH2:14][O:15][CH3:16])[CH:9]=[CH:8][C:7]=2/[CH:17]=[CH:18]/[C:19]([OH:21])=[O:20])[CH2:3][CH2:2]1. (5) Reactant: [Br:1][C:2]1[CH:3]=[C:4]2[C:9](=[CH:10][CH:11]=1)[NH:8][C:7](=[O:12])[CH2:6][CH2:5]2.[CH3:13][C:14]([O-])(C)C.[K+].C(Br)C. Product: [Br:1][C:2]1[CH:3]=[C:4]2[C:9](=[CH:10][CH:11]=1)[N:8]([CH2:13][CH3:14])[C:7](=[O:12])[CH2:6][CH2:5]2. The catalyst class is: 517. (6) Reactant: [NH2:1][CH:2]([C:18]1[CH:23]=[CH:22][C:21]([CH2:24][O:25][CH3:26])=[CH:20][CH:19]=1)[C:3]([NH:5][C:6]1[CH:11]=[C:10]([F:12])[C:9]([Si:13]([CH3:16])([CH3:15])[CH3:14])=[C:8]([F:17])[CH:7]=1)=[O:4].[F:27][B:28]([F:56])[N:29]1[C:33]([CH3:34])=[CH:32][C:31]([CH3:35])=[C:30]1/[CH:36]=[C:37]1\[N:38]=[C:39]([CH2:42][CH2:43][CH2:44][CH2:45][C:46](ON2C(=O)CCC2=O)=[O:47])[CH:40]=[CH:41]\1.O.O.C(#N)C. Product: [F:56][B:28]([F:27])[N:29]1[C:33]([CH3:34])=[CH:32][C:31]([CH3:35])=[C:30]1/[CH:36]=[C:37]1\[N:38]=[C:39]([CH2:42][CH2:43][CH2:44][CH2:45][C:46]([NH:1][CH:2]([C:18]2[CH:19]=[CH:20][C:21]([CH2:24][O:25][CH3:26])=[CH:22][CH:23]=2)[C:3]([NH:5][C:6]2[CH:11]=[C:10]([F:12])[C:9]([Si:13]([CH3:14])([CH3:15])[CH3:16])=[C:8]([F:17])[CH:7]=2)=[O:4])=[O:47])[CH:40]=[CH:41]\1. The catalyst class is: 3.